Task: Predict the reactants needed to synthesize the given product.. Dataset: Full USPTO retrosynthesis dataset with 1.9M reactions from patents (1976-2016) (1) Given the product [C:1]1([CH2:7][O:8][C:9]([N:11]2[CH2:16][CH2:15][C:14]([CH:20]3[CH2:21][CH2:22][CH2:23][CH2:24][CH2:25]3)([C:17]([NH:36][C:32]([CH3:35])([CH3:34])[CH3:33])=[O:19])[CH2:13][CH2:12]2)=[O:10])[CH:2]=[CH:3][CH:4]=[CH:5][CH:6]=1, predict the reactants needed to synthesize it. The reactants are: [C:1]1([CH2:7][O:8][C:9]([N:11]2[CH2:16][CH2:15][C:14]([CH:20]3[CH2:25][CH2:24][CH2:23][CH2:22][CH2:21]3)([C:17]([OH:19])=O)[CH2:13][CH2:12]2)=[O:10])[CH:6]=[CH:5][CH:4]=[CH:3][CH:2]=1.C(Cl)(=O)C(Cl)=O.[C:32]([NH2:36])([CH3:35])([CH3:34])[CH3:33]. (2) Given the product [C:1]([S:4][CH:5]1[CH2:10][CH2:9][N:8]([CH:11]([C:17]2[CH:22]=[CH:21][CH:20]=[CH:19][C:18]=2[F:23])[C:12]([CH:14]2[CH2:15][CH2:16]2)=[O:13])[CH2:7]/[C:6]/1=[CH:24]\[CH2:25][N:34]1[CH:35]=[CH:36][C:32]([C:30]([O:29][CH2:27][CH3:28])=[O:31])=[N:33]1)(=[O:3])[CH3:2], predict the reactants needed to synthesize it. The reactants are: [C:1]([S:4][CH:5]1[CH2:10][CH2:9][N:8]([CH:11]([C:17]2[CH:22]=[CH:21][CH:20]=[CH:19][C:18]=2[F:23])[C:12]([CH:14]2[CH2:16][CH2:15]2)=[O:13])[CH2:7]/[C:6]/1=[CH:24]\[CH2:25]O)(=[O:3])[CH3:2].[CH2:27]([O:29][C:30]([C:32]1[CH:36]=[CH:35][NH:34][N:33]=1)=[O:31])[CH3:28]. (3) Given the product [CH2:153]([C:147]1([CH2:150][CH2:151][CH3:152])[C:146]2[CH:145]=[CH:144][CH:143]=[CH:142][C:141]=2[C:140]2[C:148]1=[CH:149][C:137]([C:89]1[CH:90]=[CH:91][C:92]3[C:93]4[C:98](=[CH:97][C:96]([C:99]5[CH:111]=[C:110]6[C:102]([C:103]7[CH:104]=[CH:105][CH:106]=[CH:107][C:108]=7[C:109]6([CH2:115][CH2:116][CH3:117])[CH2:112][CH2:113][CH3:114])=[CH:101][CH:100]=5)=[CH:95][CH:94]=4)[C:39]4([C:40]5[CH:41]=[C:42]([C:49]6[CH:61]=[C:60]7[C:52]([C:53]8[CH:54]=[CH:55][CH:56]=[CH:57][C:58]=8[C:59]7([CH2:62][CH2:63][CH3:64])[CH2:65][CH2:66][CH3:67])=[CH:51][CH:50]=6)[CH:43]=[CH:44][C:45]=5[C:46]5[C:38]4=[CH:37][C:36]([C:7]4[CH:6]=[C:5]6[C:10]([C:11]7[CH:12]=[CH:13][CH:14]=[CH:15][C:16]=7[C:4]6([CH2:1][CH2:2][CH3:3])[CH2:175][CH2:176][CH3:177])=[CH:9][CH:8]=4)=[CH:48][CH:47]=5)[C:87]=3[CH:88]=1)=[CH:138][CH:139]=2)[CH2:154][CH3:155], predict the reactants needed to synthesize it. The reactants are: [CH2:1]([C:4]1([CH2:175][CH2:176][CH3:177])[C:16]2[CH:15]=[C:14](C3C=CC4C5C(=CC=CC=5)C(CCC)(CCC)C=4C=3)[CH:13]=[CH:12][C:11]=2[C:10]2[C:5]1=[CH:6][C:7]([C:36]1[CH:48]=[CH:47][C:46]3[C:45]4[C:40](=[CH:41][C:42]([C:49]5[CH:61]=[C:60]6[C:52]([C:53]7[CH:54]=[CH:55][C:56](C8C=CC9C%10C(=CC=CC=%10)C(CCC)(CCC)C=9C=8)=[CH:57][C:58]=7[C:59]6([CH2:65][CH2:66][CH3:67])[CH2:62][CH2:63][CH3:64])=[CH:51][CH:50]=5)=[CH:43][CH:44]=4)[C:39]4([C:98]5[CH:97]=[C:96]([C:99]6[CH:111]=[C:110]7[C:102]([C:103]8[CH:104]=[CH:105][C:106](C9C=CC%10C%11C(=CC=CC=%11)C(CCC)(CCC)C=%10C=9)=[CH:107][C:108]=8[C:109]7([CH2:115][CH2:116][CH3:117])[CH2:112][CH2:113][CH3:114])=[CH:101][CH:100]=6)[CH:95]=[CH:94][C:93]=5[C:92]5[C:87]4=[CH:88][C:89]([C:137]4[CH:149]=[C:148]6[C:140]([C:141]7[CH:142]=[CH:143][C:144](C8C=CC9C%10C(=CC=CC=%10)C(CCC)(CCC)C=9C=8)=[CH:145][C:146]=7[C:147]6([CH2:153][CH2:154][CH3:155])[CH2:150][CH2:151][CH3:152])=[CH:139][CH:138]=4)=[CH:90][CH:91]=5)[C:38]=3[CH:37]=1)=[CH:8][CH:9]=2)[CH2:2][CH3:3].C([O-])([O-])=O.[Na+].[Na+].BrC1C=CC2C3C(=CC(Br)=CC=3)C3(C4C=C(Br)C=CC=4C4C3=CC(Br)=CC=4)C=2C=1.C(C1(CCC)C2C=C(C3C=CC4C5C(=CC=CC=5)C(CCC)(CCC)C=4C=3)C=CC=2C2C1=CC(B(O)O)=CC=2)CC. (4) Given the product [Br:18][CH2:6][CH2:7][C:8]1[CH:13]=[C:12]([N+:14]([O-:16])=[O:15])[CH:11]=[CH:10][C:9]=1[CH3:17], predict the reactants needed to synthesize it. The reactants are: CS(O[CH2:6][CH2:7][C:8]1[CH:13]=[C:12]([N+:14]([O-:16])=[O:15])[CH:11]=[CH:10][C:9]=1[CH3:17])(=O)=O.[Br-:18].[Li+]. (5) Given the product [C:25]([C:17]1[CH:18]=[C:19]([CH2:7][CH2:15][CH2:16][OH:29])[CH:20]=[C:15]([CH3:7])[C:16]=1[OH:29])([CH3:28])([CH3:27])[CH3:26], predict the reactants needed to synthesize it. The reactants are: C(C1C=C(C(C)(C)C)C=[C:7]([C:15]2[C:16]([OH:29])=[C:17]([C:25]([CH3:28])([CH3:27])[CH3:26])[CH:18]=[C:19](C(C)(C)C)[CH:20]=2)C=1O)(C)(C)C.P(Cl)(Cl)Cl. (6) Given the product [F:20][C:17]([CH3:19])([CH3:18])[CH2:16][N:13]1[CH2:14][CH2:15][CH:10]([CH2:9][O:8][C:5]2[CH:6]=[CH:7][C:2]([C:28]3[CH:29]=[CH:30][C:25]([C:23]([O:22][CH3:21])=[O:24])=[CH:26][CH:27]=3)=[N:3][CH:4]=2)[CH2:11][CH2:12]1, predict the reactants needed to synthesize it. The reactants are: Cl[C:2]1[CH:7]=[CH:6][C:5]([O:8][CH2:9][CH:10]2[CH2:15][CH2:14][N:13]([CH2:16][C:17]([F:20])([CH3:19])[CH3:18])[CH2:12][CH2:11]2)=[CH:4][N:3]=1.[CH3:21][O:22][C:23]([C:25]1[CH:30]=[CH:29][C:28](B(O)O)=[CH:27][CH:26]=1)=[O:24].C([O-])([O-])=O.[Na+].[Na+]. (7) Given the product [CH3:5][O:6][C:7](=[O:18])[C:8]1[CH:13]=[C:12]([N+:14]([O-:16])=[O:15])[CH:11]=[N:10][C:9]=1[Cl:3], predict the reactants needed to synthesize it. The reactants are: S(Cl)([Cl:3])=O.[CH3:5][O:6][C:7](=[O:18])[C:8]1[CH:13]=[C:12]([N+:14]([O-:16])=[O:15])[CH:11]=[N:10][C:9]=1O. (8) The reactants are: [CH:1]1([NH2:7])[CH2:6][CH2:5][CH2:4][CH2:3][CH2:2]1.C([O:10][C:11]([C:13]1[C:14](=[O:32])[N:15]([CH2:25][C:26]2[CH:31]=[CH:30][CH:29]=[CH:28][CH:27]=2)[C:16]2[C:21]([C:22]=1[OH:23])=[CH:20][C:19]([CH3:24])=[CH:18][CH:17]=2)=O)C. Given the product [CH:1]1([NH:7][C:11]([C:13]2[C:14](=[O:32])[N:15]([CH2:25][C:26]3[CH:27]=[CH:28][CH:29]=[CH:30][CH:31]=3)[C:16]3[C:21]([C:22]=2[OH:23])=[CH:20][C:19]([CH3:24])=[CH:18][CH:17]=3)=[O:10])[CH2:6][CH2:5][CH2:4][CH2:3][CH2:2]1, predict the reactants needed to synthesize it.